This data is from Catalyst prediction with 721,799 reactions and 888 catalyst types from USPTO. The task is: Predict which catalyst facilitates the given reaction. (1) Reactant: C(=O)(O)[O-].[Na+].Cl[C:7]1[C:12]([N+:13]([O-:15])=[O:14])=[CH:11][CH:10]=[C:9]([Cl:16])[N:8]=1.[NH2:17][C:18]1[CH:19]=[C:20]([CH:23]=[CH:24][CH:25]=1)[C:21]#[N:22]. Product: [Cl:16][C:9]1[N:8]=[C:7]([NH:17][C:18]2[CH:19]=[C:20]([CH:23]=[CH:24][CH:25]=2)[C:21]#[N:22])[C:12]([N+:13]([O-:15])=[O:14])=[CH:11][CH:10]=1. The catalyst class is: 10. (2) Reactant: C[N-]C.C[N-]C.[CH3:7][C:8]1[CH:9]([C:16]2[CH:24]=[CH:23][CH:22]=[CH:21][C:17]=2[CH2:18][O:19][Ti+2:20])[C:10]([CH3:15])=[C:11]([CH3:14])[C:12]=1[CH3:13].C[Si](C)(C)[Cl:27]. Product: [Cl-:27].[Cl-:27].[CH3:15][C:10]1[CH:9]([C:16]2[CH:24]=[CH:23][CH:22]=[CH:21][C:17]=2[CH2:18][O:19][Ti+2:20])[C:8]([CH3:7])=[C:12]([CH3:13])[C:11]=1[CH3:14]. The catalyst class is: 605.